Dataset: NCI-60 drug combinations with 297,098 pairs across 59 cell lines. Task: Regression. Given two drug SMILES strings and cell line genomic features, predict the synergy score measuring deviation from expected non-interaction effect. (1) Drug 1: CC1OCC2C(O1)C(C(C(O2)OC3C4COC(=O)C4C(C5=CC6=C(C=C35)OCO6)C7=CC(=C(C(=C7)OC)O)OC)O)O. Drug 2: COC1=C2C(=CC3=C1OC=C3)C=CC(=O)O2. Cell line: LOX IMVI. Synergy scores: CSS=31.7, Synergy_ZIP=2.75, Synergy_Bliss=3.55, Synergy_Loewe=-10.6, Synergy_HSA=2.70. (2) Drug 1: CC1C(C(CC(O1)OC2CC(CC3=C2C(=C4C(=C3O)C(=O)C5=C(C4=O)C(=CC=C5)OC)O)(C(=O)CO)O)N)O.Cl. Drug 2: N.N.Cl[Pt+2]Cl. Cell line: SK-OV-3. Synergy scores: CSS=30.6, Synergy_ZIP=-2.78, Synergy_Bliss=6.49, Synergy_Loewe=-5.25, Synergy_HSA=1.96. (3) Synergy scores: CSS=3.85, Synergy_ZIP=1.12, Synergy_Bliss=4.17, Synergy_Loewe=-6.61, Synergy_HSA=-0.516. Drug 2: COC1=C2C(=CC3=C1OC=C3)C=CC(=O)O2. Cell line: NCI/ADR-RES. Drug 1: CC1=C2C(C(=O)C3(C(CC4C(C3C(C(C2(C)C)(CC1OC(=O)C(C(C5=CC=CC=C5)NC(=O)OC(C)(C)C)O)O)OC(=O)C6=CC=CC=C6)(CO4)OC(=O)C)OC)C)OC. (4) Drug 1: CCC1=C2CN3C(=CC4=C(C3=O)COC(=O)C4(CC)O)C2=NC5=C1C=C(C=C5)O. Drug 2: CC1C(C(CC(O1)OC2CC(CC3=C2C(=C4C(=C3O)C(=O)C5=C(C4=O)C(=CC=C5)OC)O)(C(=O)CO)O)N)O.Cl. Cell line: OVCAR-8. Synergy scores: CSS=38.4, Synergy_ZIP=-9.43, Synergy_Bliss=-5.58, Synergy_Loewe=-13.9, Synergy_HSA=0.545. (5) Drug 1: CC1C(C(CC(O1)OC2CC(CC3=C2C(=C4C(=C3O)C(=O)C5=C(C4=O)C(=CC=C5)OC)O)(C(=O)C)O)N)O.Cl. Drug 2: CN1C2=C(C=C(C=C2)N(CCCl)CCCl)N=C1CCCC(=O)O.Cl. Cell line: COLO 205. Synergy scores: CSS=38.4, Synergy_ZIP=6.09, Synergy_Bliss=9.83, Synergy_Loewe=-20.9, Synergy_HSA=4.31. (6) Drug 1: CC1=C(N=C(N=C1N)C(CC(=O)N)NCC(C(=O)N)N)C(=O)NC(C(C2=CN=CN2)OC3C(C(C(C(O3)CO)O)O)OC4C(C(C(C(O4)CO)O)OC(=O)N)O)C(=O)NC(C)C(C(C)C(=O)NC(C(C)O)C(=O)NCCC5=NC(=CS5)C6=NC(=CS6)C(=O)NCCC[S+](C)C)O. Drug 2: CCN(CC)CCCC(C)NC1=C2C=C(C=CC2=NC3=C1C=CC(=C3)Cl)OC. Cell line: HT29. Synergy scores: CSS=21.4, Synergy_ZIP=4.83, Synergy_Bliss=3.82, Synergy_Loewe=-11.4, Synergy_HSA=1.64.